Dataset: Forward reaction prediction with 1.9M reactions from USPTO patents (1976-2016). Task: Predict the product of the given reaction. (1) Given the reactants C([O:5][C:6](=[O:25])[CH2:7][O:8][C:9]1[CH:10]=[CH:11][C:12]([S:16](CCC(OC)=O)(=[O:18])=[O:17])=[N:13][C:14]=1[Cl:15])(C)(C)C.[CH3:26][NH:27][CH3:28], predict the reaction product. The product is: [Cl:15][C:14]1[C:9]([O:8][CH2:7][C:6]([OH:5])=[O:25])=[CH:10][CH:11]=[C:12]([S:16](=[O:18])(=[O:17])[N:27]([CH3:28])[CH3:26])[N:13]=1. (2) Given the reactants Cl[C:2]1[CH:7]=[C:6]([Cl:8])[N:5]=[CH:4][N:3]=1.CCN(C(C)C)C(C)C.[CH3:18][N:19]1[CH2:24][CH2:23][N:22]([CH2:25][CH2:26][CH2:27][NH2:28])[CH2:21][CH2:20]1.O, predict the reaction product. The product is: [Cl:8][C:6]1[N:5]=[CH:4][N:3]=[C:2]([NH:28][CH2:27][CH2:26][CH2:25][N:22]2[CH2:21][CH2:20][N:19]([CH3:18])[CH2:24][CH2:23]2)[CH:7]=1. (3) Given the reactants C([O:8][C:9]1[CH:14]=[CH:13][C:12]([O:15][CH3:16])=[CH:11][C:10]=1/[CH:17]=[CH:18]/[C:19]([O:21][CH2:22][CH3:23])=[O:20])C1C=CC=CC=1, predict the reaction product. The product is: [OH:8][C:9]1[CH:14]=[CH:13][C:12]([O:15][CH3:16])=[CH:11][C:10]=1[CH2:17][CH2:18][C:19]([O:21][CH2:22][CH3:23])=[O:20]. (4) Given the reactants C(=O)([O-])O.[Na+:5].C(O)(O)=O.[CH2:10]([C:14]([OH:22])([C:19]([OH:21])=[O:20])[CH2:15][C:16]([OH:18])=[O:17])[C:11]([OH:13])=[O:12].C(CN)CC(P([O-])(O)=O)(P(O)(O)=O)O.[Na+], predict the reaction product. The product is: [C:16]([O-:18])(=[O:17])[CH2:15][C:14]([CH2:10][C:11]([OH:13])=[O:12])([C:19]([OH:21])=[O:20])[OH:22].[Na+:5].